This data is from Forward reaction prediction with 1.9M reactions from USPTO patents (1976-2016). The task is: Predict the product of the given reaction. Given the reactants [Br:1][C:2]1[CH:3]=[C:4]([S:12](Cl)(=[O:14])=[O:13])[CH:5]=[C:6]([C:8]([F:11])([F:10])[F:9])[CH:7]=1.[CH3:16][NH2:17], predict the reaction product. The product is: [Br:1][C:2]1[CH:3]=[C:4]([S:12]([NH:17][CH3:16])(=[O:14])=[O:13])[CH:5]=[C:6]([C:8]([F:11])([F:10])[F:9])[CH:7]=1.